From a dataset of Full USPTO retrosynthesis dataset with 1.9M reactions from patents (1976-2016). Predict the reactants needed to synthesize the given product. (1) The reactants are: Br[C:2]1[CH:7]=[C:6]([CH3:8])[CH:5]=[C:4]([Br:9])[CH:3]=1.[Cu](C#N)[C:11]#[N:12].N1C=CC=CC=1.N. Given the product [Br:9][C:4]1[CH:3]=[C:2]([CH:7]=[C:6]([CH3:8])[CH:5]=1)[C:11]#[N:12], predict the reactants needed to synthesize it. (2) Given the product [Cl:26][C:23]1[CH:24]=[CH:25][C:20]([C:18]([NH:17][CH:13]([CH2:12][C:7]2[C:5]3[C:4](=[CH:3][CH:2]=[CH:1][CH:6]=3)[NH:11][C:9](=[O:10])[CH:8]=2)[C:14]([O:16][CH2:28][CH2:29][C:30]2[O:31][C:32]([CH3:41])=[C:33]([C:35]3[CH:40]=[CH:39][CH:38]=[CH:37][CH:36]=3)[N:34]=2)=[O:15])=[O:19])=[CH:21][CH:22]=1, predict the reactants needed to synthesize it. The reactants are: [CH:1]1[CH:2]=[CH:3][C:4]2[NH:11][C:9](=[O:10])[CH:8]=[C:7]([CH2:12][CH:13]([NH:17][C:18]([C:20]3[CH:21]=[CH:22][C:23]([Cl:26])=[CH:24][CH:25]=3)=[O:19])[C:14]([OH:16])=[O:15])[C:5]=2[CH:6]=1.Br[CH2:28][CH2:29][C:30]1[O:31][C:32]([CH3:41])=[C:33]([C:35]2[CH:40]=[CH:39][CH:38]=[CH:37][CH:36]=2)[N:34]=1.